Dataset: Reaction yield outcomes from USPTO patents with 853,638 reactions. Task: Predict the reaction yield, written as a fraction of the theoretical maximum amount of product (1.0 means a 100% yield; for example, 0.34 means a 34% yield). (1) The reactants are C([O:8][C:9]1[C:14](=[O:15])[N:13]2[CH:16]=[C:17]([CH2:20][N:21]3[CH2:26][CH2:25][O:24][CH2:23][CH2:22]3)[CH:18]=[CH:19][C:12]2=[N:11][C:10]=1[C:27]1[O:28][C:29]([CH2:32][C:33]2[CH:38]=[CH:37][C:36]([F:39])=[CH:35][CH:34]=2)=[N:30][N:31]=1)C1C=CC=CC=1.[Si](I)(C)(C)C.N#N.[OH-].[Na+]. The catalyst is C(#N)C.O.CO. The product is [F:39][C:36]1[CH:37]=[CH:38][C:33]([CH2:32][C:29]2[O:28][C:27]([C:10]3[N:11]=[C:12]4[CH:19]=[CH:18][C:17]([CH2:20][N:21]5[CH2:22][CH2:23][O:24][CH2:25][CH2:26]5)=[CH:16][N:13]4[C:14](=[O:15])[C:9]=3[OH:8])=[N:31][N:30]=2)=[CH:34][CH:35]=1. The yield is 0.638. (2) The reactants are C[O:2][C:3]([C:5]1[C:10]([NH2:11])=[N:9][CH:8]=[C:7]([I:12])[N:6]=1)=[O:4].[OH-].[Li+].C(O)(=O)CC(CC(O)=O)(C(O)=O)O. The catalyst is C1COCC1.O.ClCCl. The product is [NH2:11][C:10]1[C:5]([C:3]([OH:4])=[O:2])=[N:6][C:7]([I:12])=[CH:8][N:9]=1. The yield is 0.870.